Task: Predict the product of the given reaction.. Dataset: Forward reaction prediction with 1.9M reactions from USPTO patents (1976-2016) (1) Given the reactants [OH:1][CH2:2][CH:3]1[C:12]2[C:7](=[CH:8][CH:9]=[C:10]([O:13][CH:14](C)C)[CH:11]=2)[CH2:6][CH2:5][N:4]1[C:17]([C@@H:19]1[CH2:28][C:27]2[C:22](=[CH:23][CH:24]=[CH:25][CH:26]=2)[CH2:21][NH:20]1)=[O:18].[F:29][C:30]1[CH:37]=[CH:36][CH:35]=[CH:34][C:31]=1[CH:32]=O.[C:38](O)(=[O:40])C.C(O[BH-](OC(=O)C)OC(=O)C)(=O)C.[Na+], predict the reaction product. The product is: [CH3:5][CH2:6][CH2:7][CH:12]([CH3:3])[CH3:11].[F:29][C:30]1[CH:37]=[CH:36][CH:35]=[CH:34][C:31]=1[CH2:32][N:20]1[CH:19]([C:17]([N:4]2[CH2:5][CH2:6][C:7]3[C:12](=[CH:11][C:10]([O:13][CH3:14])=[C:9]([O:40][CH3:38])[CH:8]=3)[C@H:3]2[CH2:2][OH:1])=[O:18])[CH2:28][C:27]2[C:22](=[CH:23][CH:24]=[CH:25][CH:26]=2)[CH2:21]1. (2) Given the reactants [C:1]([O:5][C:6]([NH:8][CH2:9][CH2:10][C:11](O)=O)=[O:7])([CH3:4])([CH3:3])[CH3:2].CN(C(ON1N=NC2C=CC=NC1=2)=[N+](C)C)C.F[P-](F)(F)(F)(F)F.CCN(C(C)C)C(C)C.[F:47][C:48]1[CH:56]=[C:55]2[C:51]([C:52]([C:66]3[CH:67]=[C:68]([NH2:73])[C:69]([NH2:72])=[CH:70][CH:71]=3)=[CH:53][N:54]2[S:57]([C:60]2[CH:65]=[CH:64][CH:63]=[CH:62][CH:61]=2)(=[O:59])=[O:58])=[CH:50][CH:49]=1, predict the reaction product. The product is: [C:1]([O:5][C:6](=[O:7])[NH:8][CH2:9][CH2:10][C:11]1[NH:73][C:68]2[CH:67]=[C:66]([C:52]3[C:51]4[C:55](=[CH:56][C:48]([F:47])=[CH:49][CH:50]=4)[N:54]([S:57]([C:60]4[CH:65]=[CH:64][CH:63]=[CH:62][CH:61]=4)(=[O:59])=[O:58])[CH:53]=3)[CH:71]=[CH:70][C:69]=2[N:72]=1)([CH3:4])([CH3:3])[CH3:2]. (3) Given the reactants Br[C:2]1[C:10]2[O:9][C:8]([C:11]3[CH:16]=[CH:15][C:14]([O:17][CH3:18])=[CH:13][CH:12]=3)=[N:7][C:6]=2[CH:5]=[C:4]([O:19][CH3:20])[CH:3]=1.C([Sn](CCCC)(CCCC)[C:26]1[S:27][CH:28]=[CH:29][N:30]=1)CCC, predict the reaction product. The product is: [CH3:20][O:19][C:4]1[CH:3]=[C:2]([C:26]2[S:27][CH:28]=[CH:29][N:30]=2)[C:10]2[O:9][C:8]([C:11]3[CH:16]=[CH:15][C:14]([O:17][CH3:18])=[CH:13][CH:12]=3)=[N:7][C:6]=2[CH:5]=1. (4) The product is: [CH3:5][O:6][C:7]1[CH:8]=[C:9]2[C:14]([CH:13]=[C:12]([C:17]3[CH:22]=[CH:21][N:20]=[C:19]([NH:23][CH3:24])[N:18]=3)[CH:11]=[C:10]2[NH:25][CH:26]2[CH2:27][CH2:28][N:3]([C:2](=[NH:4])[NH2:1])[CH2:30][CH2:31]2)=[CH:15][CH:16]=1. Given the reactants [NH2:1][C:2]([NH2:4])=[NH:3].[CH3:5][O:6][C:7]1[CH:8]=[C:9]2[C:14](=[CH:15][CH:16]=1)[CH:13]=[C:12]([C:17]1[CH:22]=[CH:21][N:20]=[C:19]([NH:23][CH3:24])[N:18]=1)[CH:11]=[C:10]2[NH:25][CH:26]1[CH2:31][CH2:30]N[CH2:28][CH2:27]1, predict the reaction product. (5) Given the reactants [CH3:1][O:2][C:3]1[CH:10]=[C:9]([O:11][CH3:12])[CH:8]=[CH:7][C:4]=1[CH:5]=O.Cl.[NH2:14][OH:15].N1C=CC=CC=1, predict the reaction product. The product is: [CH3:1][O:2][C:3]1[CH:10]=[C:9]([O:11][CH3:12])[CH:8]=[CH:7][C:4]=1[CH:5]=[N:14][OH:15]. (6) Given the reactants Br[CH2:2][B-:3]([F:6])([F:5])[F:4].[K+].[CH2:8]1[C:10]2([CH2:15][CH2:14][NH:13][CH2:12][CH2:11]2)[CH2:9]1, predict the reaction product. The product is: [CH2:9]1[C:10]2([CH2:15][CH2:14][NH+:13]([CH2:2][B-:3]([F:6])([F:5])[F:4])[CH2:12][CH2:11]2)[CH2:8]1. (7) Given the reactants [NH2:1][CH2:2][C:3]1[CH:4]=[C:5]([C:10]2[CH:15]=[CH:14][C:13]([C:16]([F:19])([F:18])[F:17])=[CH:12][CH:11]=2)[CH:6]=[CH:7][C:8]=1[NH2:9].Br[CH2:21][C:22]([O:24][CH2:25][CH3:26])=[O:23].C(N(CC)CC)C, predict the reaction product. The product is: [NH2:9][C:8]1[CH:7]=[CH:6][C:5]([C:10]2[CH:15]=[CH:14][C:13]([C:16]([F:17])([F:18])[F:19])=[CH:12][CH:11]=2)=[CH:4][C:3]=1[CH2:2][NH:1][CH2:21][C:22]([O:24][CH2:25][CH3:26])=[O:23]. (8) Given the reactants [Cl:1][C:2]1[CH:7]=[C:6]([Cl:8])[CH:5]=[CH:4][C:3]=1[CH2:9][C:10]([OH:12])=O.Cl.C(N=C=NCCCN(C)C)C.O.ON1C2C=CC=CC=2N=N1.C(N(CC)C(C)C)(C)C.[C:45]([O:49][C:50]([N:52]1[CH2:57][CH2:56][C:55]([NH2:60])([C:58]#[N:59])[CH2:54][CH2:53]1)=[O:51])([CH3:48])([CH3:47])[CH3:46], predict the reaction product. The product is: [C:45]([O:49][C:50]([N:52]1[CH2:53][CH2:54][C:55]([C:58]#[N:59])([NH:60][C:10](=[O:12])[CH2:9][C:3]2[CH:4]=[CH:5][C:6]([Cl:8])=[CH:7][C:2]=2[Cl:1])[CH2:56][CH2:57]1)=[O:51])([CH3:48])([CH3:46])[CH3:47]. (9) Given the reactants [Cl:1][C:2]1[N:3]=[C:4]([C:9]([NH:11][C@H:12]2[CH2:17][CH2:16][N:15]([C:18]3[S:19][C:20]([C:25]([O:27][CH2:28][CH3:29])=[O:26])=[C:21]([CH2:23][OH:24])[N:22]=3)[CH2:14][C@H:13]2[O:30][CH3:31])=[O:10])[NH:5][C:6]=1[CH2:7][CH3:8].CC(OI1(OC(C)=O)(OC(C)=O)OC(=O)C2C=CC=CC1=2)=O.C(=O)(O)[O-].[Na+], predict the reaction product. The product is: [Cl:1][C:2]1[N:3]=[C:4]([C:9]([NH:11][C@H:12]2[CH2:17][CH2:16][N:15]([C:18]3[S:19][C:20]([C:25]([O:27][CH2:28][CH3:29])=[O:26])=[C:21]([CH:23]=[O:24])[N:22]=3)[CH2:14][C@H:13]2[O:30][CH3:31])=[O:10])[NH:5][C:6]=1[CH2:7][CH3:8].